Regression. Given a peptide amino acid sequence and an MHC pseudo amino acid sequence, predict their binding affinity value. This is MHC class I binding data. From a dataset of Peptide-MHC class I binding affinity with 185,985 pairs from IEDB/IMGT. (1) The peptide sequence is YQYGDNLIL. The MHC is HLA-B44:02 with pseudo-sequence HLA-B44:02. The binding affinity (normalized) is 0.0847. (2) The peptide sequence is LLEIKDKEQY. The MHC is HLA-A26:01 with pseudo-sequence HLA-A26:01. The binding affinity (normalized) is 0. (3) The peptide sequence is DAAASSLLY. The MHC is HLA-A02:01 with pseudo-sequence HLA-A02:01. The binding affinity (normalized) is 0.